Dataset: Forward reaction prediction with 1.9M reactions from USPTO patents (1976-2016). Task: Predict the product of the given reaction. (1) Given the reactants [CH3:1][O:2][C:3]([C:5]1[C:6](=[O:17])[S:7][C:8]2[C:13]([C:14]=1[OH:15])=[CH:12][C:11](Br)=[CH:10][CH:9]=2)=[O:4].[Cl:18][C:19]1[CH:24]=[CH:23][CH:22]=[CH:21][C:20]=1B(O)O, predict the reaction product. The product is: [CH3:1][O:2][C:3]([C:5]1[C:6](=[O:17])[S:7][C:8]2[C:13]([C:14]=1[OH:15])=[CH:12][C:11]([C:20]1[CH:21]=[CH:22][CH:23]=[CH:24][C:19]=1[Cl:18])=[CH:10][CH:9]=2)=[O:4]. (2) Given the reactants C1([C@@H]([NH:9][C@@H:10]([CH3:22])[CH2:11][C:12]2[CH:13]=[C:14]([CH:19]=[CH:20][CH:21]=2)[C:15]([O:17][CH3:18])=[O:16])C)C=CC=CC=1.C([O-])=O.[NH4+], predict the reaction product. The product is: [NH2:9][C@@H:10]([CH3:22])[CH2:11][C:12]1[CH:13]=[C:14]([CH:19]=[CH:20][CH:21]=1)[C:15]([O:17][CH3:18])=[O:16].